This data is from Forward reaction prediction with 1.9M reactions from USPTO patents (1976-2016). The task is: Predict the product of the given reaction. (1) Given the reactants F[C:2]1[CH:3]=[C:4]([C:9]2[O:13][N:12]=[C:11]([C:14]([N:16]3[CH2:21][C@H:20]([CH2:22][CH:23]([CH3:25])[CH3:24])[NH:19][C:18](=[O:26])[C@@H:17]3[CH2:27][CH:28]([CH3:30])[CH3:29])=[O:15])[CH:10]=2)[CH:5]=[CH:6][C:7]=1[F:8].C([C@@H]1NC[C@H](CC(C)C)NC1=O)C(C)C.C(OC(C1C=C(C2C=CC(F)=C([Cl:63])C=2)ON=1)=O)C, predict the reaction product. The product is: [Cl:63][C:2]1[CH:3]=[C:4]([C:9]2[O:13][N:12]=[C:11]([C:14]([N:16]3[CH2:21][C@H:20]([CH2:22][CH:23]([CH3:25])[CH3:24])[NH:19][C:18](=[O:26])[C@@H:17]3[CH2:27][CH:28]([CH3:30])[CH3:29])=[O:15])[CH:10]=2)[CH:5]=[CH:6][C:7]=1[F:8]. (2) Given the reactants [CH2:1]([SH:3])[CH3:2].F[C:5]1[CH:12]=[CH:11][C:10]([N+:13]([O-:15])=[O:14])=[CH:9][C:6]=1[C:7]#[N:8].C(N(CC)CC)C.C1C=C(Cl)C=C(C(OO)=[O:31])C=1.[OH2:34], predict the reaction product. The product is: [CH2:1]([S:3]([C:5]1[CH:12]=[CH:11][C:10]([N+:13]([O-:15])=[O:14])=[CH:9][C:6]=1[C:7]#[N:8])(=[O:31])=[O:34])[CH3:2]. (3) Given the reactants [CH3:1][C:2](C)([O-:4])[CH3:3].[Na+].Cl[C:8]1[C:13]([NH2:14])=[C:12](Cl)[N:11]=[CH:10][N:9]=1.CC(O)C, predict the reaction product. The product is: [CH:2]([O:4][C:8]1[C:13]([NH2:14])=[CH:12][N:11]=[CH:10][N:9]=1)([CH3:3])[CH3:1]. (4) Given the reactants [N:1]1([C:7]2[CH:24]=[CH:23][C:10]3[CH2:11][N:12](C(OC(C)(C)C)=O)[CH2:13][CH2:14][O:15][C:9]=3[CH:8]=2)[CH2:6][CH2:5][CH2:4][CH2:3][CH2:2]1.C(OCC)(=O)C.[ClH:31], predict the reaction product. The product is: [ClH:31].[ClH:31].[N:1]1([C:7]2[CH:24]=[CH:23][C:10]3[CH2:11][NH:12][CH2:13][CH2:14][O:15][C:9]=3[CH:8]=2)[CH2:6][CH2:5][CH2:4][CH2:3][CH2:2]1.